The task is: Binary Classification. Given a miRNA mature sequence and a target amino acid sequence, predict their likelihood of interaction.. This data is from Experimentally validated miRNA-target interactions with 360,000+ pairs, plus equal number of negative samples. The miRNA is hsa-miR-1976 with sequence CCUCCUGCCCUCCUUGCUGU. The protein sequence of the target gene is MSPPPPPPIWRQLSFSLLLGSFCIALESAAQGNSATDALNILLIIVDDLRPSLGCYGDKLVRSPNIDQLASHSVLFQNAFAQQAVCAPSRVSFLTGRRPDTTRLYDFNSYWRVHSGNFSTIPQYFKENGYVTMSVGKVFHPGISSNHSDDYPYSWSFPPYHPSSEKYENTKTCKGQDGKLHANLLCPVDVADVPEGTLPDKQSTEEAIRLLEKMKTSASPFFLAVGYHKPHIPFRYPKEFQKLYPLENITLAPDPHVPDSLPPVAYNPWMDIREREDVQALNISVPYGPIPEDFQRKIRQ.... Result: 0 (no interaction).